This data is from Full USPTO retrosynthesis dataset with 1.9M reactions from patents (1976-2016). The task is: Predict the reactants needed to synthesize the given product. Given the product [CH3:16][C:14]1([CH3:17])[CH2:13][CH2:12][CH2:11][CH:10]([C:8]([OH:9])([CH2:4][CH2:3][CH:2]([CH3:6])[CH3:1])[CH3:7])[CH2:15]1, predict the reactants needed to synthesize it. The reactants are: [CH3:1][CH:2]([CH3:6])[CH2:3][CH2:4]Br.[CH3:7][C:8]([CH:10]1[CH2:15][C:14]([CH3:17])([CH3:16])[CH2:13][CH2:12][CH2:11]1)=[O:9].